This data is from Full USPTO retrosynthesis dataset with 1.9M reactions from patents (1976-2016). The task is: Predict the reactants needed to synthesize the given product. Given the product [CH3:27][N:28]([CH2:1][C:3]1[CH:4]=[C:5]([CH:20]=[C:21]([C:23]([F:26])([F:25])[F:24])[CH:22]=1)[O:6][CH:7]1[CH2:12][CH2:11][N:10]([C:13]([O:15][C:16]([CH3:19])([CH3:18])[CH3:17])=[O:14])[CH2:9][CH2:8]1)[CH3:29], predict the reactants needed to synthesize it. The reactants are: [CH:1]([C:3]1[CH:4]=[C:5]([CH:20]=[C:21]([C:23]([F:26])([F:25])[F:24])[CH:22]=1)[O:6][CH:7]1[CH2:12][CH2:11][N:10]([C:13]([O:15][C:16]([CH3:19])([CH3:18])[CH3:17])=[O:14])[CH2:9][CH2:8]1)=O.[CH3:27][NH:28][CH3:29].